This data is from Forward reaction prediction with 1.9M reactions from USPTO patents (1976-2016). The task is: Predict the product of the given reaction. (1) Given the reactants Cl[C:2](OCC)=[O:3].[S:7]1[CH:11]=[CH:10][N:9]=[C:8]1[NH:12][S:13]([C:16]1[CH:34]=[CH:33][C:19]([C:20]([NH:22][NH:23][CH2:24][C:25]2[CH:30]=[CH:29][C:28]([Cl:31])=[C:27]([Cl:32])[CH:26]=2)=[NH:21])=[CH:18][CH:17]=1)(=[O:15])=[O:14], predict the reaction product. The product is: [Cl:32][C:27]1[CH:26]=[C:25]([CH:30]=[CH:29][C:28]=1[Cl:31])[CH2:24][N:23]1[C:2](=[O:3])[NH:21][C:20]([C:19]2[CH:18]=[CH:17][C:16]([S:13]([NH:12][C:8]3[S:7][CH:11]=[CH:10][N:9]=3)(=[O:15])=[O:14])=[CH:34][CH:33]=2)=[N:22]1. (2) Given the reactants [OH:1][CH:2]1[CH2:7][CH2:6][CH:5]([NH:8][C:9]2[CH:17]=[C:16]([N:18]3[C:26]4[CH2:25][C:24]([CH3:28])([CH3:27])[CH2:23][C:22](=[O:29])[C:21]=4[C:20]([CH3:30])=[N:19]3)[CH:15]=[CH:14][C:10]=2[C:11]([NH2:13])=[O:12])[CH2:4][CH2:3]1.[NH:31]([C:37]([O:39][C:40]([CH3:43])([CH3:42])[CH3:41])=[O:38])[CH2:32][CH2:33][C:34](O)=[O:35].CCN=C=NCCCN(C)C.Cl, predict the reaction product. The product is: [C:11]([C:10]1[CH:14]=[CH:15][C:16]([N:18]2[C:26]3[CH2:25][C:24]([CH3:27])([CH3:28])[CH2:23][C:22](=[O:29])[C:21]=3[C:20]([CH3:30])=[N:19]2)=[CH:17][C:9]=1[NH:8][CH:5]1[CH2:6][CH2:7][CH:2]([O:1][C:34](=[O:35])[CH2:33][CH2:32][NH:31][C:37]([O:39][C:40]([CH3:42])([CH3:41])[CH3:43])=[O:38])[CH2:3][CH2:4]1)(=[O:12])[NH2:13]. (3) Given the reactants Cl[C:2]1[NH:3][C:4](=[O:13])[C:5]2[C:10]([CH:11]=1)=[CH:9][CH:8]=[CH:7][C:6]=2[CH3:12].[CH3:14][N:15]1[CH2:20][CH2:19][NH:18][CH2:17][CH2:16]1, predict the reaction product. The product is: [CH3:12][C:6]1[CH:7]=[CH:8][CH:9]=[C:10]2[C:5]=1[C:4](=[O:13])[NH:3][C:2]([N:18]1[CH2:19][CH2:20][N:15]([CH3:14])[CH2:16][CH2:17]1)=[CH:11]2. (4) The product is: [CH3:36][O:35][C:33]1[CH:28]=[CH:27][C:31]([NH:25][C:23]2[C:24]3[C:16]([CH3:15])=[CH:17][O:18][C:19]=3[N:20]=[CH:21][N:22]=2)=[CH:30][CH:32]=1. Given the reactants C(=O)([O-])[O-].[K+].[K+].N1CCC[C@H]1C(O)=O.[CH3:15][C:16]1[C:24]2[C:23]([NH2:25])=[N:22][CH:21]=[N:20][C:19]=2[O:18][CH:17]=1.N[C:27]1[CH:31]=[C:30]([CH3:32])N[C:28]=1[C:33]([O:35][CH2:36]C)=O, predict the reaction product. (5) Given the reactants [CH3:1][N:2]([CH3:6])[CH2:3][CH2:4][OH:5].[C:7]1([B:13]([C:15]2[CH:20]=[CH:19][CH:18]=[CH:17][C:16]=2[O:21][C:22]2[CH:27]=[CH:26][CH:25]=[CH:24][C:23]=2[B:28]([C:30]2[CH:35]=[CH:34][CH:33]=[CH:32][CH:31]=2)O)[OH:14])[CH:12]=[CH:11][CH:10]=[CH:9][CH:8]=1, predict the reaction product. The product is: [C:30]1([B:28]([C:23]2[CH:24]=[CH:25][CH:26]=[CH:27][C:22]=2[O:21][C:16]2[CH:17]=[CH:18][CH:19]=[CH:20][C:15]=2[B:13]([C:7]2[CH:12]=[CH:11][CH:10]=[CH:9][CH:8]=2)[O:14][CH2:4][CH2:3][N:2]([CH3:6])[CH3:1])[O:5][CH2:4][CH2:3][N:2]([CH3:6])[CH3:1])[CH:35]=[CH:34][CH:33]=[CH:32][CH:31]=1. (6) Given the reactants [C:1]12[C:7](=[CH:8][CH:9]=[CH:10][CH:11]=1)[NH:6][C:5](=[O:12])[O:4][C:2]2=O.Cl.C(O[C:17](=O)[C@H:18](C)[NH2:19])C, predict the reaction product. The product is: [CH3:17][C@@H:18]1[NH:19][C:2](=[O:4])[C:1]2[CH:11]=[CH:10][CH:9]=[CH:8][C:7]=2[NH:6][C:5]1=[O:12]. (7) Given the reactants [F:1][C:2]1[CH:3]=[C:4]([C:10]2[C:15]([C:16]3[CH:21]=[CH:20][C:19]([O:22][CH3:23])=[CH:18][CH:17]=3)=[N:14][NH:13][C:12](=[O:24])[CH:11]=2)[CH:5]=[CH:6][C:7]=1[O:8][CH3:9].[Cl:25][C:26]1[CH:35]=[CH:34][C:29]([CH:30]=[CH:31][CH2:32]Cl)=[CH:28][CH:27]=1, predict the reaction product. The product is: [Cl:25][C:26]1[CH:35]=[CH:34][C:29]([CH:30]=[CH:31][CH2:32][N:13]2[C:12](=[O:24])[CH:11]=[C:10]([C:4]3[CH:5]=[CH:6][C:7]([O:8][CH3:9])=[C:2]([F:1])[CH:3]=3)[C:15]([C:16]3[CH:17]=[CH:18][C:19]([O:22][CH3:23])=[CH:20][CH:21]=3)=[N:14]2)=[CH:28][CH:27]=1.